Task: Predict the reactants needed to synthesize the given product.. Dataset: Full USPTO retrosynthesis dataset with 1.9M reactions from patents (1976-2016) (1) Given the product [CH3:1][C:2]1[CH:3]=[C:4]([C:11]2[CH:16]=[CH:15][C:14]([N+:17]([O-:19])=[O:18])=[CH:13][CH:12]=2)[CH:5]=[CH:6][C:7]=1[C:8]([NH:31][C@H:30]([C:29]([O:28][CH3:27])=[O:35])[CH:32]([CH3:34])[CH3:33])=[O:10], predict the reactants needed to synthesize it. The reactants are: [CH3:1][C:2]1[CH:3]=[C:4]([C:11]2[CH:16]=[CH:15][C:14]([N+:17]([O-:19])=[O:18])=[CH:13][CH:12]=2)[CH:5]=[CH:6][C:7]=1[C:8]([OH:10])=O.C(Cl)(=O)C(Cl)=O.Cl.[CH3:27][O:28][C:29](=[O:35])[C@H:30]([CH:32]([CH3:34])[CH3:33])[NH2:31].C(N(CC)CC)C. (2) Given the product [Cl:39][C:40]1[CH:41]=[CH:42][C:43]([N:53]2[CH:57]=[C:56]([Cl:58])[N:55]=[N:54]2)=[C:44]([C:46]2[N:51]=[CH:50][N:19]([C@@H:16]3[C:15]4[CH:27]=[C:11]([CH:12]=[C:13]([F:28])[CH:14]=4)[C:10]4[N:9]([CH3:29])[N:8]=[CH:7][C:6]=4[NH:5][C:4](=[O:30])[C@H:3]([CH3:31])[CH:2]([F:1])[CH2:18][CH2:17]3)[C:20](=[O:21])[CH:47]=2)[CH:45]=1, predict the reactants needed to synthesize it. The reactants are: [F:1][CH:2]1[CH2:18][CH2:17][C@H:16]([NH:19][C:20](=O)[O:21]C(C)(C)C)[C:15]2[CH:27]=[C:11]([CH:12]=[C:13]([F:28])[CH:14]=2)[C:10]2[N:9]([CH3:29])[N:8]=[CH:7][C:6]=2[NH:5][C:4](=[O:30])[C@@H:3]1[CH3:31].Cl.O1CCOCC1.[Cl:39][C:40]1[CH:41]=[CH:42][C:43]([N:53]2[CH:57]=[C:56]([Cl:58])[N:55]=[N:54]2)=[C:44]([C:46]2[N:51]=[CH:50]N=C(O)[CH:47]=2)[CH:45]=1.CN(C(ON1N=NC2C=CC=NC1=2)=[N+](C)C)C.F[P-](F)(F)(F)(F)F.C1CCN2C(=NCCC2)CC1.